From a dataset of Acute oral toxicity (LD50) regression data from Zhu et al.. Regression/Classification. Given a drug SMILES string, predict its toxicity properties. Task type varies by dataset: regression for continuous values (e.g., LD50, hERG inhibition percentage) or binary classification for toxic/non-toxic outcomes (e.g., AMES mutagenicity, cardiotoxicity, hepatotoxicity). Dataset: ld50_zhu. (1) The drug is CCOC(=O)COc1ccc2c(C)c(CCN(CC)CC)c(=O)oc2c1Cl. The rat oral LD50 is 2.50, given as -log10 of the dose in mol/kg body weight (higher means more acutely toxic). (2) The compound is CCOC(=O)c1cnn(C)c1-n1c(CC)nc2ccccc2c1=O. The rat oral LD50 is 2.25, given as -log10 of the dose in mol/kg body weight (higher means more acutely toxic). (3) The rat oral LD50 is 2.56, given as -log10 of the dose in mol/kg body weight (higher means more acutely toxic). The drug is CN(C)CCCn1c2c(c3ccccc31)CCCCCC2. (4) The rat oral LD50 is 1.89, given as -log10 of the dose in mol/kg body weight (higher means more acutely toxic). The molecule is COP(OC)OC. (5) The molecule is O=C(O)CN(CCOCCOCCN(CC(=O)O)CC(=O)O)CC(=O)O. The rat oral LD50 is 2.02, given as -log10 of the dose in mol/kg body weight (higher means more acutely toxic).